Dataset: Catalyst prediction with 721,799 reactions and 888 catalyst types from USPTO. Task: Predict which catalyst facilitates the given reaction. (1) Reactant: [CH3:1][O:2][C:3]1[CH:10]=[CH:9][C:6]([CH:7]=O)=[CH:5][CH:4]=1.[C:11]([OH:17])(=[O:16])[CH2:12]C(O)=O.C([O-])(=O)C.[NH4+:22]. Product: [NH2:22][CH:7]([C:6]1[CH:9]=[CH:10][C:3]([O:2][CH3:1])=[CH:4][CH:5]=1)[CH2:12][C:11]([OH:17])=[O:16]. The catalyst class is: 8. (2) Reactant: [CH3:1][C:2]1[S:3][C:4]2[CH:10]=[C:9]([CH3:11])[CH:8]=[CH:7][C:5]=2[N:6]=1.[N+:12]([O-])([OH:14])=[O:13]. Product: [N+:12]([C:10]1[C:4]2[S:3][C:2]([CH3:1])=[N:6][C:5]=2[CH:7]=[CH:8][C:9]=1[CH3:11])([O-:14])=[O:13]. The catalyst class is: 82. (3) Reactant: [CH3:1][O:2][C:3]1[CH:8]=[CH:7][C:6]([C:9]2[C:14]([C:15]3[CH:20]=[CH:19][C:18]([O:21][CH3:22])=[CH:17][CH:16]=3)=[N:13][NH:12][C:11](=[O:23])[CH:10]=2)=[CH:5][CH:4]=1.C(=O)([O-])[O-].[K+].[K+].Cl[CH2:31][CH2:32][C:33]([O:35][CH2:36][CH3:37])=[O:34].O. Product: [CH3:1][O:2][C:3]1[CH:8]=[CH:7][C:6]([C:9]2[C:14]([C:15]3[CH:16]=[CH:17][C:18]([O:21][CH3:22])=[CH:19][CH:20]=3)=[N:13][N:12]([CH2:31][CH2:32][C:33]([O:35][CH2:36][CH3:37])=[O:34])[C:11](=[O:23])[CH:10]=2)=[CH:5][CH:4]=1. The catalyst class is: 9. (4) Reactant: [C:1]([CH2:3][CH2:4][CH2:5][C:6]1[CH:7]=[CH:8][C:9]2[N:10]([C:12]([C:15]([O:17]CC)=[O:16])=[CH:13][N:14]=2)[CH:11]=1)#[N:2].[Li+].[OH-].Cl. Product: [C:1]([CH2:3][CH2:4][CH2:5][C:6]1[CH:7]=[CH:8][C:9]2[N:10]([C:12]([C:15]([OH:17])=[O:16])=[CH:13][N:14]=2)[CH:11]=1)#[N:2]. The catalyst class is: 36. (5) The catalyst class is: 13. Product: [OH:4][CH2:3][C@@H:2]([N:1]1[C:9](=[O:10])[C:8]2[C:7](=[CH:15][CH:14]=[CH:13][CH:12]=2)[C:6]1=[O:11])[CH3:5]. Reactant: [NH2:1][C@@H:2]([CH3:5])[CH2:3][OH:4].[C:6]1(=O)[O:11][C:9](=[O:10])[C:8]2=[CH:12][CH:13]=[CH:14][CH:15]=[C:7]12. (6) Reactant: [N+:1]([C:4]1[CH:12]=[CH:11][C:10]([O:13][CH2:14][CH2:15][CH3:16])=[CH:9][C:5]=1[C:6]([NH2:8])=[O:7])([O-])=O. Product: [NH2:1][C:4]1[CH:12]=[CH:11][C:10]([O:13][CH2:14][CH2:15][CH3:16])=[CH:9][C:5]=1[C:6]([NH2:8])=[O:7]. The catalyst class is: 406. (7) Reactant: [O:1]1[C:5]2([CH2:10][CH2:9][CH:8]([C:11]([O:13][CH2:14][CH3:15])=[O:12])[CH2:7][CH2:6]2)[O:4][CH2:3][CH2:2]1.[Li+].C[Si]([N-][Si](C)(C)C)(C)C.[F:26]N(S(C1C=CC=CC=1)(=O)=O)S(C1C=CC=CC=1)(=O)=O.C([O-])(O)=O.[Na+]. Product: [F:26][C:8]1([C:11]([O:13][CH2:14][CH3:15])=[O:12])[CH2:9][CH2:10][C:5]2([O:4][CH2:3][CH2:2][O:1]2)[CH2:6][CH2:7]1. The catalyst class is: 1. (8) Reactant: [Si:1]([O:11][CH2:12][CH3:13])([O:8][CH2:9][CH3:10])([O:5][CH2:6][CH3:7])OCC.[CH3:14][C:15]1[CH:20]=[C:19]([CH3:21])[CH:18]=[C:17]([CH3:22])[C:16]=1[Mg]Br.CCCCC. Product: [CH3:14][C:15]1[CH:20]=[C:19]([CH3:21])[CH:18]=[C:17]([CH3:22])[C:16]=1[Si:1]([O:5][CH2:6][CH3:7])([O:8][CH2:9][CH3:10])[O:11][CH2:12][CH3:13]. The catalyst class is: 1. (9) Reactant: [CH:1]([N:4]1[CH2:13][CH2:12][C:11]2[C:6](=[CH:7][CH:8]=[CH:9][C:10]=2[C:14]2[CH:15]=[C:16]3[C:21](=[C:22]([O:24]COCC[Si](C)(C)C)[CH:23]=2)[N:20]=[CH:19][N:18](COCC[Si](C)(C)C)[C:17]3=[O:41])[CH2:5]1)([CH3:3])[CH3:2].[F:42][C:43]([F:48])([F:47])[C:44]([OH:46])=[O:45]. Product: [F:42][C:43]([F:48])([F:47])[C:44]([OH:46])=[O:45].[OH:24][C:22]1[CH:23]=[C:14]([C:10]2[CH:9]=[CH:8][CH:7]=[C:6]3[C:11]=2[CH2:12][CH2:13][N:4]([CH:1]([CH3:3])[CH3:2])[CH2:5]3)[CH:15]=[C:16]2[C:21]=1[N:20]=[CH:19][NH:18][C:17]2=[O:41]. The catalyst class is: 4. (10) Product: [I:9][C:6]1[S:5][C:4]([C:1](=[O:3])[CH:2]=[CH:17][C:16]2[CH:19]=[CH:20][C:13]([N+:10]([O-:12])=[O:11])=[CH:14][CH:15]=2)=[CH:8][CH:7]=1. The catalyst class is: 8. Reactant: [C:1]([C:4]1[S:5][C:6]([I:9])=[CH:7][CH:8]=1)(=[O:3])[CH3:2].[N+:10]([C:13]1[CH:20]=[CH:19][C:16]([CH:17]=O)=[CH:15][CH:14]=1)([O-:12])=[O:11].[OH-].[K+].